Task: Regression. Given a peptide amino acid sequence and an MHC pseudo amino acid sequence, predict their binding affinity value. This is MHC class I binding data.. Dataset: Peptide-MHC class I binding affinity with 185,985 pairs from IEDB/IMGT The peptide sequence is QIGGEAIFL. The MHC is HLA-A02:06 with pseudo-sequence HLA-A02:06. The binding affinity (normalized) is 0.451.